Dataset: NCI-60 drug combinations with 297,098 pairs across 59 cell lines. Task: Regression. Given two drug SMILES strings and cell line genomic features, predict the synergy score measuring deviation from expected non-interaction effect. Cell line: RXF 393. Synergy scores: CSS=-2.90, Synergy_ZIP=0.915, Synergy_Bliss=-3.17, Synergy_Loewe=-4.63, Synergy_HSA=-5.20. Drug 1: C1CCN(CC1)CCOC2=CC=C(C=C2)C(=O)C3=C(SC4=C3C=CC(=C4)O)C5=CC=C(C=C5)O. Drug 2: C(CCl)NC(=O)N(CCCl)N=O.